This data is from Reaction yield outcomes from USPTO patents with 853,638 reactions. The task is: Predict the reaction yield, written as a fraction of the theoretical maximum amount of product (1.0 means a 100% yield; for example, 0.34 means a 34% yield). (1) The reactants are Br[C:2]1[CH:3]=[CH:4][C:5]([N+:8]([O-:10])=[O:9])=[N:6][CH:7]=1.[CH2:11]([C@@H:13]1[NH:18][CH2:17][CH2:16][N:15]([C:19]([O:21][C:22]([CH3:25])([CH3:24])[CH3:23])=[O:20])[CH2:14]1)[CH3:12].CC1(C)C2C(=C(P(C3C=CC=CC=3)C3C=CC=CC=3)C=CC=2)OC2C(P(C3C=CC=CC=3)C3C=CC=CC=3)=CC=CC1=2.C(=O)([O-])[O-].[Cs+].[Cs+]. The catalyst is C1C=CC(/C=C/C(/C=C/C2C=CC=CC=2)=O)=CC=1.C1C=CC(/C=C/C(/C=C/C2C=CC=CC=2)=O)=CC=1.C1C=CC(/C=C/C(/C=C/C2C=CC=CC=2)=O)=CC=1.[Pd].[Pd].O1CCOCC1. The product is [CH2:11]([C@@H:13]1[N:18]([C:2]2[CH:7]=[N:6][C:5]([N+:8]([O-:10])=[O:9])=[CH:4][CH:3]=2)[CH2:17][CH2:16][N:15]([C:19]([O:21][C:22]([CH3:23])([CH3:25])[CH3:24])=[O:20])[CH2:14]1)[CH3:12]. The yield is 0.220. (2) The reactants are Br[C:2]1[C:3]([CH3:11])=[C:4]([CH:8]=[CH:9][CH:10]=1)[C:5]([NH2:7])=[O:6].CC1(C)C(C)(C)OB([C:20]2[CH:21]=[C:22]3[C:27](=[CH:28][CH:29]=2)[CH:26]=[C:25]([NH:30][C:31]([C:33]2[CH:37]=[CH:36][S:35][CH:34]=2)=[O:32])[CH:24]=[CH:23]3)O1.C([O-])([O-])=O.[K+].[K+].O1CCOCC1. The catalyst is [Pd].O. The product is [C:5]([C:4]1[C:3]([CH3:11])=[C:2]([C:20]2[CH:21]=[C:22]3[C:27](=[CH:28][CH:29]=2)[CH:26]=[C:25]([NH:30][C:31]([C:33]2[CH:37]=[CH:36][S:35][CH:34]=2)=[O:32])[CH:24]=[CH:23]3)[CH:10]=[CH:9][CH:8]=1)(=[O:6])[NH2:7]. The yield is 0.290. (3) The product is [Cl:14][C:8]1[CH:9]=[CH:10][C:11]([Cl:13])=[CH:12][C:7]=1[O:6][CH:5]([C:15]1[S:16][CH:17]=[CH:18][CH:19]=1)[CH2:4][CH2:3][CH2:2][I:20]. The reactants are Cl[CH2:2][CH2:3][CH2:4][CH:5]([C:15]1[S:16][CH:17]=[CH:18][CH:19]=1)[O:6][C:7]1[CH:12]=[C:11]([Cl:13])[CH:10]=[CH:9][C:8]=1[Cl:14].[I-:20].[Na+]. The yield is 0.950. The catalyst is CC(C)=O. (4) The catalyst is C1COCC1. The yield is 0.640. The reactants are [F:1][C:2]([F:7])([F:6])[C:3]([OH:5])=[O:4].[NH2:8][C:9]1[C:18]2[C:13](=[CH:14][C:15]([O:19][CH:20]([C:25]3[CH:30]=[C:29]([O:31][CH3:32])[C:28]([O:33][CH3:34])=[CH:27][C:26]=3[F:35])[C:21]([O:23]C)=[O:22])=[CH:16][CH:17]=2)[CH:12]=[CH:11][N:10]=1.[Li+].[OH-]. The product is [F:1][C:2]([F:7])([F:6])[C:3]([OH:5])=[O:4].[NH2:8][C:9]1[C:18]2[C:13](=[CH:14][C:15]([O:19][CH:20]([C:25]3[CH:30]=[C:29]([O:31][CH3:32])[C:28]([O:33][CH3:34])=[CH:27][C:26]=3[F:35])[C:21]([OH:23])=[O:22])=[CH:16][CH:17]=2)[CH:12]=[CH:11][N:10]=1. (5) The reactants are [CH:1]([C:3]1[CH:4]=[CH:5][C:6]([O:12][CH3:13])=[C:7](B(O)O)[CH:8]=1)=[O:2].I[C:15]1[CH:16]=[C:17]([C:21]2[O:22][CH:23]=[N:24][N:25]=2)[CH:18]=[CH:19][CH:20]=1.C([O-])([O-])=O.[K+].[K+]. The catalyst is COCCOC.C(OCC)(=O)C.Cl[Pd](Cl)([P](C1C=CC=CC=1)(C1C=CC=CC=1)C1C=CC=CC=1)[P](C1C=CC=CC=1)(C1C=CC=CC=1)C1C=CC=CC=1. The product is [CH3:13][O:12][C:6]1[C:7]([C:19]2[CH:20]=[CH:15][CH:16]=[C:17]([C:21]3[O:22][CH:23]=[N:24][N:25]=3)[CH:18]=2)=[CH:8][C:3]([CH:1]=[O:2])=[CH:4][CH:5]=1. The yield is 0.550.